This data is from Catalyst prediction with 721,799 reactions and 888 catalyst types from USPTO. The task is: Predict which catalyst facilitates the given reaction. (1) Reactant: [Cl:1][C:2]1[CH:12]=[CH:11][CH:10]=[CH:9][C:3]=1[C:4]([CH2:6][C:7]#[N:8])=[O:5].[C:13]1([N:19](C2C=CC=CC=2)[CH:20]=N)[CH:18]=[CH:17][CH:16]=[CH:15][CH:14]=1. Product: [Cl:1][C:2]1[CH:12]=[CH:11][CH:10]=[CH:9][C:3]=1[C:4]([C:6](=[CH:20][NH:19][C:13]1[CH:18]=[CH:17][CH:16]=[CH:15][CH:14]=1)[C:7]#[N:8])=[O:5]. The catalyst class is: 11. (2) Reactant: C(OC([N:8]1[CH2:13][CH2:12][N:11]([C:14]2[CH:19]=[CH:18][C:17]([O:20][CH2:21][CH2:22][CH2:23][O:24][CH2:25][C:26]3[CH:31]=[CH:30][CH:29]=[CH:28][C:27]=3[O:32][CH3:33])=[CH:16][CH:15]=2)[C@@H:10]([CH2:34][O:35][C:36]2[CH:45]=[CH:44][C:43]3[C:38](=[CH:39][CH:40]=[CH:41][CH:42]=3)[CH:37]=2)[CH2:9]1)=O)(C)(C)C.C(Cl)(=O)C. Product: [CH3:33][O:32][C:27]1[CH:28]=[CH:29][CH:30]=[CH:31][C:26]=1[CH2:25][O:24][CH2:23][CH2:22][CH2:21][O:20][C:17]1[CH:16]=[CH:15][C:14]([N:11]2[CH2:12][CH2:13][NH:8][CH2:9][C@@H:10]2[CH2:34][O:35][C:36]2[CH:45]=[CH:44][C:43]3[C:38](=[CH:39][CH:40]=[CH:41][CH:42]=3)[CH:37]=2)=[CH:19][CH:18]=1. The catalyst class is: 5.